This data is from Forward reaction prediction with 1.9M reactions from USPTO patents (1976-2016). The task is: Predict the product of the given reaction. (1) Given the reactants Cl.C(OCC)(=O)C.C([O:12][C:13]1[C:14]([CH2:19][N:20]2[CH2:25][CH2:24][CH:23]([C:26](=[O:35])[CH2:27][C:28]3[CH:33]=[CH:32][CH:31]=[CH:30][C:29]=3[CH3:34])[CH2:22][CH2:21]2)=[N:15][CH:16]=[CH:17][N:18]=1)(C)(C)C.[OH-].[Na+], predict the reaction product. The product is: [CH3:34][C:29]1[CH:30]=[CH:31][CH:32]=[CH:33][C:28]=1[CH2:27][C:26]([CH:23]1[CH2:24][CH2:25][N:20]([CH2:19][C:14]2[C:13](=[O:12])[NH:18][CH:17]=[CH:16][N:15]=2)[CH2:21][CH2:22]1)=[O:35]. (2) Given the reactants I[C:2]1[C:6]2=[N:7][CH:8]=[CH:9][CH:10]=[C:5]2[N:4]([CH3:11])[C:3]=1[C:12]1[CH:17]=[CH:16][N:15]=[CH:14][CH:13]=1.C(=O)([O-])[O-].[Na+].[Na+].[F:24][C:25]([F:36])([F:35])[C:26]1[CH:27]=[C:28](B(O)O)[CH:29]=[CH:30][CH:31]=1.[Cl-].[NH4+], predict the reaction product. The product is: [CH3:11][N:4]1[C:5]2[C:6](=[N:7][CH:8]=[CH:9][CH:10]=2)[C:2]([C:30]2[CH:29]=[CH:28][CH:27]=[C:26]([C:25]([F:36])([F:35])[F:24])[CH:31]=2)=[C:3]1[C:12]1[CH:17]=[CH:16][N:15]=[CH:14][CH:13]=1. (3) Given the reactants [Cl:1][C:2]1[N:10]=[C:9]2[C:5]([N:6]=[CH:7][N:8]2[C@@H:11]2[CH2:15][C@H:14]([NH:16]C(=O)CC)[C@@H:13]([OH:21])[C@H:12]2[OH:22])=[C:4]([NH:23][CH2:24][CH:25]([C:32]2[CH:37]=[CH:36][CH:35]=[CH:34][CH:33]=2)[C:26]2[CH:31]=[CH:30][CH:29]=[CH:28][CH:27]=2)[N:3]=1.ClC1N=C2C(N=CN2[C@@H]2C[C@H](NC(=O)CC)[C@@H](O)[C@H]2O)=C(Cl)N=1.ClC1N=C2C(N=CN2[C@@H]2C[C@H](N3[N:80]=[C:79]([CH2:81][OH:82])[CH:78]=[N:77]3)[C@@H](O)[C@H]2O)=C(Cl)N=1, predict the reaction product. The product is: [Cl:1][C:2]1[N:10]=[C:9]2[C:5]([N:6]=[CH:7][N:8]2[C@@H:11]2[CH2:15][C@H:14]([N:16]3[N:80]=[C:79]([CH2:81][OH:82])[CH:78]=[N:77]3)[C@@H:13]([OH:21])[C@H:12]2[OH:22])=[C:4]([NH:23][CH2:24][CH:25]([C:32]2[CH:33]=[CH:34][CH:35]=[CH:36][CH:37]=2)[C:26]2[CH:27]=[CH:28][CH:29]=[CH:30][CH:31]=2)[N:3]=1. (4) The product is: [ClH:27].[ClH:27].[NH2:19][C@@H:8]([CH2:1][C:2]1[CH:7]=[CH:6][CH:5]=[CH:4][CH:3]=1)[C@H:9]([OH:18])[CH2:10][NH:11][CH:12]1[CH2:13][CH2:14][CH2:15][CH2:16][CH2:17]1. Given the reactants [CH2:1]([C@H:8]([NH:19]C(=O)OC(C)(C)C)[C@H:9]([OH:18])[CH2:10][NH:11][CH:12]1[CH2:17][CH2:16][CH2:15][CH2:14][CH2:13]1)[C:2]1[CH:7]=[CH:6][CH:5]=[CH:4][CH:3]=1.[ClH:27], predict the reaction product. (5) Given the reactants [Br:1][C:2]1[S:6][C:5]([C:7](OC)=[O:8])=[C:4]([NH:11][C:12]([NH2:14])=[O:13])[CH:3]=1.[CH3:15][NH2:16], predict the reaction product. The product is: [Br:1][C:2]1[S:6][C:5]([C:7]([NH:16][CH3:15])=[O:8])=[C:4]([NH:11][C:12]([NH2:14])=[O:13])[CH:3]=1. (6) Given the reactants [N+:1]([C:4]1[CH:5]=[N:6][CH:7]=[CH:8][C:9]=1[N:10]1[CH2:15][CH2:14][CH2:13][C@H:12]([NH:16][C:17](=[O:23])[O:18][C:19]([CH3:22])([CH3:21])[CH3:20])[CH2:11]1)([O-])=O.CC(O)=O.O, predict the reaction product. The product is: [NH2:1][C:4]1[CH:5]=[N:6][CH:7]=[CH:8][C:9]=1[N:10]1[CH2:15][CH2:14][CH2:13][C@H:12]([NH:16][C:17](=[O:23])[O:18][C:19]([CH3:21])([CH3:20])[CH3:22])[CH2:11]1. (7) Given the reactants [OH:1][C:2]1[CH:3]=[C:4]([CH:9]=[CH:10][CH:11]=1)[C:5]([NH:7][CH3:8])=[O:6].[H-].[Na+].Cl[C:15]1[CH:20]=[CH:19][C:18]([NH2:21])=[C:17]([N+:22]([O-:24])=[O:23])[CH:16]=1, predict the reaction product. The product is: [NH2:21][C:18]1[CH:19]=[CH:20][C:15]([O:1][C:2]2[CH:3]=[C:4]([CH:9]=[CH:10][CH:11]=2)[C:5]([NH:7][CH3:8])=[O:6])=[CH:16][C:17]=1[N+:22]([O-:24])=[O:23].